From a dataset of Reaction yield outcomes from USPTO patents with 853,638 reactions. Predict the reaction yield, written as a fraction of the theoretical maximum amount of product (1.0 means a 100% yield; for example, 0.34 means a 34% yield). (1) The reactants are [N:1]1[CH:6]=[CH:5][CH:4]=[CH:3][C:2]=1[CH2:7][O:8][C:9]1[CH:10]=[C:11]2[C:16](=[CH:17][CH:18]=1)[CH:15]=[C:14]([C:19]1[C:27]3[C:22](=[CH:23][CH:24]=[C:25]([C:28]#[N:29])[CH:26]=3)[N:21](C3CCCCO3)[N:20]=1)[CH:13]=[CH:12]2.[CH2:36]([OH:38])[CH3:37]. No catalyst specified. The product is [CH2:36]([O:38][C:28]([C:25]1[CH:26]=[C:27]2[C:22](=[CH:23][CH:24]=1)[NH:21][N:20]=[C:19]2[C:14]1[CH:13]=[CH:12][C:11]2[C:16](=[CH:17][CH:18]=[C:9]([O:8][CH2:7][C:2]3[CH:3]=[CH:4][CH:5]=[CH:6][N:1]=3)[CH:10]=2)[CH:15]=1)=[NH:29])[CH3:37]. The yield is 0.580. (2) The reactants are [CH:1]1([N:6]2[C:14]3[C:9](=[CH:10][CH:11]=[C:12]([C:15]4[N:19]([C:20]5[CH:28]=[CH:27][C:23](C(O)=O)=[CH:22][CH:21]=5)[N:18]=[CH:17][CH:16]=4)[CH:13]=3)[C:8]([CH2:29][CH3:30])=[N:7]2)[CH2:5][CH2:4][CH2:3][CH2:2]1.[CH:31]1N=CN(C(N2C=NC=C2)=O)C=1.Cl.[CH3:44][NH:45][O:46][CH3:47].[OH2:48]. The catalyst is C(Cl)Cl.C(OCC)(=O)C. The product is [CH:1]1([N:6]2[C:14]3[C:9](=[CH:10][CH:11]=[C:12]([C:15]4[N:19]([C:20]5[CH:21]=[CH:22][C:23]([C:44]([N:45]([O:46][CH3:47])[CH3:31])=[O:48])=[CH:27][CH:28]=5)[N:18]=[CH:17][CH:16]=4)[CH:13]=3)[C:8]([CH2:29][CH3:30])=[N:7]2)[CH2:5][CH2:4][CH2:3][CH2:2]1. The yield is 0.500.